Task: Predict the reactants needed to synthesize the given product.. Dataset: Full USPTO retrosynthesis dataset with 1.9M reactions from patents (1976-2016) (1) Given the product [CH2:1]([O:3][C:4]1[CH:9]=[CH:8][C:7]([CH3:10])=[C:6]([NH2:11])[CH:5]=1)[CH3:2], predict the reactants needed to synthesize it. The reactants are: [CH2:1]([O:3][C:4]1[CH:9]=[CH:8][C:7]([CH3:10])=[C:6]([N+:11]([O-])=O)[CH:5]=1)[CH3:2].CC1C=CC(OCCC)=CC=1N. (2) Given the product [CH3:1][CH:2]1[CH2:7][NH:6][CH2:5][C:4]2[O:18][C:19]([C:21]3[CH:26]=[CH:25][CH:24]=[CH:23][N:22]=3)=[N:20][C:3]1=2, predict the reactants needed to synthesize it. The reactants are: [CH3:1][CH:2]1[CH2:7][N:6](C(OCC2C=CC=CC=2)=O)[CH2:5][C:4]2[O:18][C:19]([C:21]3[CH:26]=[CH:25][CH:24]=[CH:23][N:22]=3)=[N:20][C:3]1=2.[Si](I)(C)(C)C. (3) Given the product [CH:1]1([CH2:7][C:8]([OH:25])([CH3:30])[CH2:9]/[CH:10]=[CH:40]/[C@H:37]2[CH2:38][CH2:39][C@H:35]([OH:34])[C@@H:36]2[CH2:42][CH2:43][S:44][C:45]2[S:46][CH:47]=[C:48]([C:50]([OH:52])=[O:51])[N:49]=2)[CH2:2][CH2:3][CH2:4][CH2:5][CH2:6]1, predict the reactants needed to synthesize it. The reactants are: [CH:1]1([CH2:7][C:8]([CH3:30])([O:25][Si](C)(C)C)[CH2:9][CH2:10]S(C2N(C3C=CC=CC=3)N=NN=2)(=O)=O)[CH2:6][CH2:5][CH2:4][CH2:3][CH2:2]1.C([O:34][C@H:35]1[CH2:39][CH2:38][C@H:37]([CH:40]=O)[C@H:36]1[CH2:42][CH2:43][S:44][C:45]1[S:46][CH:47]=[C:48]([C:50]([O:52]CC)=[O:51])[N:49]=1)(=O)C. (4) Given the product [C:12]([O:11][C:9]([N:16]1[CH2:20][CH:19]=[CH:18][CH2:17]1)=[O:10])([CH3:13])([CH3:14])[CH3:15], predict the reactants needed to synthesize it. The reactants are: [C:12]([O:11][C:9](O[C:9]([O:11][C:12]([CH3:15])([CH3:14])[CH3:13])=[O:10])=[O:10])([CH3:15])([CH3:14])[CH3:13].[NH:16]1[CH2:20][CH:19]=[CH:18][CH2:17]1. (5) Given the product [CH3:1][N:2]([CH3:20])[S:3]([N:6]1[CH:10]=[CH:9][C:8]([C:11]([C:12]2[CH:17]=[CH:16][CH:15]=[C:14]([Cl:18])[CH:13]=2)=[N:27][S:25]([C:22]([CH3:24])([CH3:23])[CH3:21])=[O:26])=[N:7]1)(=[O:5])=[O:4], predict the reactants needed to synthesize it. The reactants are: [CH3:1][N:2]([CH3:20])[S:3]([N:6]1[CH:10]=[CH:9][C:8]([C:11](=O)[C:12]2[CH:17]=[CH:16][CH:15]=[C:14]([Cl:18])[CH:13]=2)=[N:7]1)(=[O:5])=[O:4].[CH3:21][C:22]([S:25]([NH2:27])=[O:26])([CH3:24])[CH3:23]. (6) Given the product [N:1]1[CH:6]=[CH:5][C:4]([N:7]2[C:15]3[C:10](=[CH:11][C:12]4[CH2:24][C:19](=[O:20])[CH2:18][CH2:17][CH2:16][C:13]=4[CH:14]=3)[CH:9]=[N:8]2)=[CH:3][CH:2]=1, predict the reactants needed to synthesize it. The reactants are: [N:1]1[CH:6]=[CH:5][C:4]([N:7]2[C:15]3[C:10](=[CH:11][C:12]4[CH2:24][C:19]5(OCC[O:20]5)[CH2:18][CH2:17][CH2:16][C:13]=4[CH:14]=3)[CH:9]=[N:8]2)=[CH:3][CH:2]=1.O.CC1C=CC(S(O)(=O)=O)=CC=1. (7) Given the product [Cl:1][C:2]1[CH:7]=[C:6]([C:22]2[CH:27]=[CH:26][C:25]([C:28]([F:31])([F:30])[F:29])=[CH:24][CH:23]=2)[N:5]=[C:4]([C:9]2[S:10][CH:11]=[CH:12][N:13]=2)[CH:3]=1, predict the reactants needed to synthesize it. The reactants are: [Cl:1][C:2]1[CH:7]=[C:6](Cl)[N:5]=[C:4]([C:9]2[S:10][CH:11]=[CH:12][N:13]=2)[CH:3]=1.CC1(C)C(C)(C)OB([C:22]2[CH:27]=[CH:26][C:25]([C:28]([F:31])([F:30])[F:29])=[CH:24][CH:23]=2)O1.[O-]P([O-])([O-])=O.[K+].[K+].[K+].C1COCC1. (8) Given the product [F:34][C:31]1[CH:30]=[C:29]([C:35]#[N:36])[C:28]([C:24]2[CH:25]=[CH:26][CH:27]=[C:22]([C:2]3[N:6]4[CH:7]=[CH:8][C:9]([C:11]([F:14])([F:13])[F:12])=[N:10][C:5]4=[N:4][CH:3]=3)[C:23]=2[CH3:37])=[CH:33][CH:32]=1, predict the reactants needed to synthesize it. The reactants are: Br[C:2]1[N:6]2[CH:7]=[CH:8][C:9]([C:11]([F:14])([F:13])[F:12])=[N:10][C:5]2=[N:4][CH:3]=1.CC1(C)COB([C:22]2[C:23]([CH3:37])=[C:24]([C:28]3[C:29]([C:35]#[N:36])=[CH:30][C:31]([F:34])=[CH:32][CH:33]=3)[CH:25]=[CH:26][CH:27]=2)OC1. (9) Given the product [C:12]1([C:11]([C:18]2[CH:19]=[CH:20][CH:21]=[CH:22][CH:23]=2)=[N:2][CH2:1][C:3]2[CH:10]=[CH:9][C:6]([C:7]#[N:8])=[CH:5][CH:4]=2)[CH:17]=[CH:16][CH:15]=[CH:14][CH:13]=1, predict the reactants needed to synthesize it. The reactants are: [C:1]([C:3]1[CH:10]=[CH:9][C:6]([CH2:7][NH2:8])=[CH:5][CH:4]=1)#[N:2].[C:11](=N)([C:18]1[CH:23]=[CH:22][CH:21]=[CH:20][CH:19]=1)[C:12]1[CH:17]=[CH:16][CH:15]=[CH:14][CH:13]=1.